This data is from Full USPTO retrosynthesis dataset with 1.9M reactions from patents (1976-2016). The task is: Predict the reactants needed to synthesize the given product. (1) Given the product [CH2:25]([N:22]1[CH2:23][CH2:24][N:19]([C:17](=[O:18])[CH2:16][CH2:15][C:12]2[CH:11]=[CH:10][C:9]([O:8][C:5]3[N:6]=[CH:7][C:2]([NH:1][C:53]([NH:52][C:47]4[CH:48]=[CH:49][C:50]([Cl:51])=[C:45]([Cl:44])[CH:46]=4)=[O:54])=[CH:3][CH:4]=3)=[CH:14][CH:13]=2)[CH2:20][CH2:21]1)[C:26]1[CH:34]=[CH:33][C:32]2[O:31][CH2:30][O:29][C:28]=2[CH:27]=1, predict the reactants needed to synthesize it. The reactants are: [NH2:1][C:2]1[CH:3]=[CH:4][C:5]([O:8][C:9]2[CH:14]=[CH:13][C:12]([CH2:15][CH2:16][C:17]([N:19]3[CH2:24][CH2:23][N:22]([CH2:25][C:26]4[CH:34]=[CH:33][C:32]5[O:31][CH2:30][O:29][C:28]=5[CH:27]=4)[CH2:21][CH2:20]3)=[O:18])=[CH:11][CH:10]=2)=[N:6][CH:7]=1.C(N(C(C)C)C(C)C)C.[Cl:44][C:45]1[CH:46]=[C:47]([N:52]=[C:53]=[O:54])[CH:48]=[CH:49][C:50]=1[Cl:51]. (2) Given the product [CH2:7]([O:25][C:22]1[CH:21]=[C:16]([CH:15]=[C:14]([O:5][CH2:4][CH2:7][CH2:8][CH2:9][CH2:10][CH3:11])[C:23]=1[O:24][CH2:7][CH2:8][CH2:9][CH2:10][CH2:11][CH3:12])[C:17]([O:19][CH3:20])=[O:18])[CH2:8][CH2:9][CH2:10][CH2:11][CH3:12], predict the reactants needed to synthesize it. The reactants are: CN([CH:4]=[O:5])C.Br[CH2:7][CH2:8][CH2:9][CH2:10][CH2:11][CH3:12].O[C:14]1[CH:15]=[C:16]([CH:21]=[C:22]([OH:25])[C:23]=1[OH:24])[C:17]([O:19][CH3:20])=[O:18].N#N.